From a dataset of Full USPTO retrosynthesis dataset with 1.9M reactions from patents (1976-2016). Predict the reactants needed to synthesize the given product. (1) Given the product [ClH:1].[Cl:15][C:16]1[CH:22]=[CH:21][C:19]([NH:20][C:2]2[CH:14]=[CH:13][C:5]([C:6]([N:8]([CH2:11][CH3:12])[CH2:9][CH3:10])=[O:7])=[CH:4][N:3]=2)=[CH:18][CH:17]=1, predict the reactants needed to synthesize it. The reactants are: [Cl:1][C:2]1[CH:14]=[CH:13][C:5]([C:6]([N:8]([CH2:11][CH3:12])[CH2:9][CH3:10])=[O:7])=[CH:4][N:3]=1.[Cl:15][C:16]1[CH:22]=[CH:21][C:19]([NH2:20])=[CH:18][CH:17]=1.C(O)(=O)C. (2) Given the product [F:38][C:32]1[CH:33]=[CH:34][CH:35]=[C:36]([F:37])[C:31]=1[C:26]1[N:25]=[C:24]([C:23]([NH:22][C:17]2[CH:18]=[N:19][CH:20]=[CH:21][C:16]=2[C@H:13]2[O:14][CH2:15][C@H:10]([CH2:9][OH:8])[CH2:11][O:12]2)=[O:39])[CH:29]=[CH:28][C:27]=1[F:30], predict the reactants needed to synthesize it. The reactants are: [Si]([O:8][CH2:9][C@@H:10]1[CH2:15][O:14][C@@H:13]([C:16]2[CH:21]=[CH:20][N:19]=[CH:18][C:17]=2[NH:22][C:23](=[O:39])[C:24]2[CH:29]=[CH:28][C:27]([F:30])=[C:26]([C:31]3[C:36]([F:37])=[CH:35][CH:34]=[CH:33][C:32]=3[F:38])[N:25]=2)[O:12][CH2:11]1)(C(C)(C)C)(C)C.CCCC[N+](CCCC)(CCCC)CCCC.[F-].CCOC(C)=O.